Dataset: Reaction yield outcomes from USPTO patents with 853,638 reactions. Task: Predict the reaction yield, written as a fraction of the theoretical maximum amount of product (1.0 means a 100% yield; for example, 0.34 means a 34% yield). (1) The reactants are [CH:1]1([NH:8][C:9]([C:11]2[O:15][N:14]=[C:13]([C:16]3[CH:21]=[CH:20][CH:19]=[CH:18][CH:17]=3)[C:12]=2[N+:22]([O-])=O)=[O:10])[CH2:7][CH2:6][CH2:5][CH2:4][CH2:3][CH2:2]1.Cl[Sn]Cl. The catalyst is C(O)C.C(Cl)Cl. The product is [CH:1]1([NH:8][C:9]([C:11]2[O:15][N:14]=[C:13]([C:16]3[CH:17]=[CH:18][CH:19]=[CH:20][CH:21]=3)[C:12]=2[NH2:22])=[O:10])[CH2:7][CH2:6][CH2:5][CH2:4][CH2:3][CH2:2]1. The yield is 0.480. (2) The reactants are [CH2:1]([S:3][C:4]1[CH:9]=[CH:8][C:7]([NH:10][C:11]([C:13]2[CH:14]=[C:15]([CH:27]=[CH:28][CH:29]=2)[CH2:16][S:17][CH2:18][CH2:19][C:20]([O:22]C(C)(C)C)=[O:21])=[O:12])=[C:6]([C:30]2[CH:35]=[C:34]([C:36](=[O:49])[NH:37][CH2:38][C:39]3[CH:44]=[CH:43][CH:42]=[C:41]([C:45]([F:48])([F:47])[F:46])[CH:40]=3)[CH:33]=[CH:32][N:31]=2)[CH:5]=1)[CH3:2].FC(F)(F)C(O)=O. The catalyst is ClCCl. The product is [CH2:1]([S:3][C:4]1[CH:9]=[CH:8][C:7]([NH:10][C:11]([C:13]2[CH:14]=[C:15]([CH:27]=[CH:28][CH:29]=2)[CH2:16][S:17][CH2:18][CH2:19][C:20]([OH:22])=[O:21])=[O:12])=[C:6]([C:30]2[CH:35]=[C:34]([C:36](=[O:49])[NH:37][CH2:38][C:39]3[CH:44]=[CH:43][CH:42]=[C:41]([C:45]([F:47])([F:48])[F:46])[CH:40]=3)[CH:33]=[CH:32][N:31]=2)[CH:5]=1)[CH3:2]. The yield is 0.210. (3) The reactants are [NH2:1][C:2]1[C:7]([CH:8]2[CH2:12][CH2:11][CH2:10][O:9]2)=[CH:6][C:5]([C:13]2[CH:14]=[N:15][C:16]([C:19]([OH:22])([CH3:21])[CH3:20])=[N:17][CH:18]=2)=[CH:4][C:3]=1[N+:23]([O-])=O.C1COCC1.CCN(CC)CC. The catalyst is [Pd].CO. The product is [NH2:23][C:3]1[CH:4]=[C:5]([C:13]2[CH:18]=[N:17][C:16]([C:19]([OH:22])([CH3:20])[CH3:21])=[N:15][CH:14]=2)[CH:6]=[C:7]([CH:8]2[CH2:12][CH2:11][CH2:10][O:9]2)[C:2]=1[NH2:1]. The yield is 0.980. (4) The reactants are Br[C:2]1[CH:3]=[CH:4][C:5]([C:8]2[CH:13]=[CH:12][N:11]=[CH:10][CH:9]=2)=[N:6][CH:7]=1.[Cu][C:15]#[N:16].[OH-].[Na+]. The catalyst is CN(C)C(=O)C. The product is [C:15]([C:2]1[CH:3]=[CH:4][C:5]([C:8]2[CH:13]=[CH:12][N:11]=[CH:10][CH:9]=2)=[N:6][CH:7]=1)#[N:16]. The yield is 0.830. (5) The reactants are [CH3:1][CH:2]1[CH:27]2[O:28][C:26]2([CH3:29])[CH:25]([O:30]C(CC(C)C)=O)[CH2:24][C:22](=[O:23])[N:21]([CH3:37])[C:14]2=[C:15]([Cl:20])[C:16]([O:18][CH3:19])=[CH:17][C:12](=[CH:13]2)[CH2:11][C:10]([CH3:38])=[CH:9][CH:8]=[CH:7][CH:6]([O:39][CH3:40])[C:5]2([OH:45])[NH:41][C:42]([O:44][CH:3]1[CH2:4]2)=[O:43].[Li][Al](OC)OC. The catalyst is O.O1CCCC1.C(O)=O. The product is [CH3:1][CH:2]1[CH:27]2[O:28][C:26]2([CH3:29])[CH:25]([OH:30])[CH2:24][C:22](=[O:23])[N:21]([CH3:37])[C:14]2=[C:15]([Cl:20])[C:16]([O:18][CH3:19])=[CH:17][C:12](=[CH:13]2)[CH2:11][C:10]([CH3:38])=[CH:9][CH:8]=[CH:7][CH:6]([O:39][CH3:40])[C:5]2([OH:45])[NH:41][C:42]([O:44][CH:3]1[CH2:4]2)=[O:43]. The yield is 0.710. (6) The reactants are [C:1]([O:5][C:6]([N:8]1[CH2:13][CH2:12][N:11]([C:14]2[N:19]=[CH:18][C:17]([C:20]3[CH:21]=[C:22]([C:34]([OH:36])=O)[C:23]4[C:24]([CH3:33])=[CH:25][N:26]([CH:29]([CH2:31][CH3:32])[CH3:30])[C:27]=4[CH:28]=3)=[CH:16][CH:15]=2)[CH2:10][CH2:9]1)=[O:7])([CH3:4])([CH3:3])[CH3:2].CN(C(ON1N=NC2C=CC=CC1=2)=[N+](C)C)C.[B-](F)(F)(F)F.CCN(C(C)C)C(C)C.[CH2:68]([N:70]1[C:74]([CH3:75])=[C:73]([CH2:76][NH2:77])[C:72]([O:78][CH3:79])=[N:71]1)[CH3:69]. The catalyst is C(Cl)Cl.O.CN(C=O)C. The product is [CH:29]([N:26]1[C:27]2[C:23](=[C:22]([C:34](=[O:36])[NH:77][CH2:76][C:73]3[C:72]([O:78][CH3:79])=[N:71][N:70]([CH2:68][CH3:69])[C:74]=3[CH3:75])[CH:21]=[C:20]([C:17]3[CH:16]=[CH:15][C:14]([N:11]4[CH2:12][CH2:13][N:8]([C:6]([O:5][C:1]([CH3:3])([CH3:2])[CH3:4])=[O:7])[CH2:9][CH2:10]4)=[N:19][CH:18]=3)[CH:28]=2)[C:24]([CH3:33])=[CH:25]1)([CH2:31][CH3:32])[CH3:30]. The yield is 0.510. (7) The reactants are B.CSC.[CH3:5][O:6][C:7]1[CH:8]=[C:9]([CH:23]=[CH:24][C:25]=1[O:26][CH3:27])[O:10][CH:11]([C:15]1[CH:22]=[CH:21][C:18]([C:19]#[N:20])=[CH:17][CH:16]=1)[CH2:12][CH:13]=[CH2:14].O.B1([O-])O[O:30]1.O.O.O.O.[Na+]. The catalyst is C1COCC1. The product is [CH3:5][O:6][C:7]1[CH:8]=[C:9]([CH:23]=[CH:24][C:25]=1[O:26][CH3:27])[O:10][CH:11]([C:15]1[CH:22]=[CH:21][C:18]([C:19]#[N:20])=[CH:17][CH:16]=1)[CH2:12][CH2:13][CH2:14][OH:30]. The yield is 0.770.